This data is from NCI-60 drug combinations with 297,098 pairs across 59 cell lines. The task is: Regression. Given two drug SMILES strings and cell line genomic features, predict the synergy score measuring deviation from expected non-interaction effect. (1) Drug 1: C1CC(C1)(C(=O)O)C(=O)O.[NH2-].[NH2-].[Pt+2]. Drug 2: C1=CC=C(C(=C1)C(C2=CC=C(C=C2)Cl)C(Cl)Cl)Cl. Cell line: RXF 393. Synergy scores: CSS=1.90, Synergy_ZIP=0.492, Synergy_Bliss=1.85, Synergy_Loewe=-1.25, Synergy_HSA=-1.09. (2) Drug 2: C1=CN(C=N1)CC(O)(P(=O)(O)O)P(=O)(O)O. Cell line: UO-31. Drug 1: C1=C(C(=O)NC(=O)N1)N(CCCl)CCCl. Synergy scores: CSS=3.09, Synergy_ZIP=-6.63, Synergy_Bliss=-12.6, Synergy_Loewe=-10.7, Synergy_HSA=-10.5.